This data is from Full USPTO retrosynthesis dataset with 1.9M reactions from patents (1976-2016). The task is: Predict the reactants needed to synthesize the given product. (1) Given the product [NH2:8][CH2:9][C:10]([NH:20][CH2:19][C:15]1[CH:14]=[N:13][CH:18]=[CH:17][CH:16]=1)=[O:11], predict the reactants needed to synthesize it. The reactants are: C(OC([NH:8][CH2:9][C:10](O)=[O:11])=O)(C)(C)C.[N:13]1[CH:18]=[CH:17][CH:16]=[C:15]([CH2:19][NH2:20])[CH:14]=1. (2) Given the product [CH3:6][O:7][C:8](=[O:20])[CH:9]([C:10]1[CH:11]=[CH:12][C:13]([S:16]([CH3:19])(=[O:17])=[O:18])=[CH:14][CH:15]=1)[CH2:26][CH:21]1[CH2:25][CH2:24][CH2:23][CH2:22]1, predict the reactants needed to synthesize it. The reactants are: [Li]CCCC.[CH3:6][O:7][C:8](=[O:20])[CH2:9][C:10]1[CH:15]=[CH:14][C:13]([S:16]([CH3:19])(=[O:18])=[O:17])=[CH:12][CH:11]=1.[CH:21]1([CH2:26]I)[CH2:25][CH2:24][CH2:23][CH2:22]1. (3) Given the product [CH2:1]([O:3][C:4]1[CH:5]=[C:6]([CH:7]2[C:37]3[C:38](=[O:40])[CH2:39][CH:34]([CH2:31][CH2:32][CH3:33])[CH2:35][C:36]=3[NH:30][C:26]([CH3:25])=[C:27]2[C:28]#[N:29])[CH:9]=[C:10]([N+:22]([O-:24])=[O:23])[C:11]=1[O:12][CH2:13][C:14]1[CH:19]=[CH:18][CH:17]=[C:16]([O:20][CH3:21])[CH:15]=1)[CH3:2], predict the reactants needed to synthesize it. The reactants are: [CH2:1]([O:3][C:4]1[CH:5]=[C:6]([CH:9]=[C:10]([N+:22]([O-:24])=[O:23])[C:11]=1[O:12][CH2:13][C:14]1[CH:19]=[CH:18][CH:17]=[C:16]([O:20][CH3:21])[CH:15]=1)[CH:7]=O)[CH3:2].[CH3:25]/[C:26](/[NH2:30])=[CH:27]\[C:28]#[N:29].[CH2:31]([CH:34]1[CH2:39][C:38](=[O:40])[CH2:37][C:36](=O)[CH2:35]1)[CH2:32][CH3:33]. (4) The reactants are: [CH3:1][N:2]([CH3:47])[C:3]([NH:5][C:6]1[CH:11]=[CH:10][C:9]([C:12]2[C:16]([C:17]3[CH:22]=[CH:21][N:20]=[C:19]4[NH:23][C:24]([C:26]5[CH:31]=[CH:30][CH:29]=[C:28]([CH2:32][N:33]([CH3:35])[CH3:34])[CH:27]=5)=[CH:25][C:18]=34)=[CH:15][N:14]([CH2:36][CH2:37][N:38](C)[C:39](=O)OC(C)(C)C)[N:13]=2)=[CH:8][CH:7]=1)=[O:4].C(O)(C(F)(F)F)=O. Given the product [CH3:34][N:33]([CH2:32][C:28]1[CH:27]=[C:26]([C:24]2[NH:23][C:19]3=[N:20][CH:21]=[CH:22][C:17]([C:16]4[C:12]([C:9]5[CH:8]=[CH:7][C:6]([NH:5][C:3](=[O:4])[N:2]([CH3:47])[CH3:1])=[CH:11][CH:10]=5)=[N:13][N:14]([CH2:36][CH2:37][NH:38][CH3:39])[CH:15]=4)=[C:18]3[CH:25]=2)[CH:31]=[CH:30][CH:29]=1)[CH3:35], predict the reactants needed to synthesize it. (5) Given the product [C:1]([O:5][C:6](=[O:7])[NH:8][C:9]1[C:18]2[C:13](=[CH:14][CH:15]=[C:16]([O:19][CH2:27][CH3:28])[CH:17]=2)[CH:12]=[CH:11][CH:10]=1)([CH3:4])([CH3:2])[CH3:3], predict the reactants needed to synthesize it. The reactants are: [C:1]([O:5][C:6]([NH:8][C:9]1[CH:10]=[CH:11][CH:12]=[C:13]2[C:18]=1[CH:17]=[C:16]([OH:19])[CH:15]=[CH:14]2)=[O:7])([CH3:4])([CH3:3])[CH3:2].C(=O)([O-])[O-].[Cs+].[Cs+].I[CH2:27][CH3:28].O. (6) Given the product [N:9]1[C:10]2[C:5](=[C:4]([NH2:1])[CH:13]=[CH:12][CH:11]=2)[N:6]=[CH:7][CH:8]=1, predict the reactants needed to synthesize it. The reactants are: [N+:1]([C:4]1[CH:13]=[CH:12][CH:11]=[C:10]2[C:5]=1[N:6]=[CH:7][CH:8]=[N:9]2)([O-])=O.Cl[Sn]Cl. (7) The reactants are: Br[C:2]1[CH:7]=[CH:6][C:5]([CH2:8][O:9]COC)=[CH:4][C:3]=1[CH2:13][O:14]COC.FC1C=CC2[B:26](O)[O:25]CC=2C=1. Given the product [OH:25][B:26]1[C:2]2[CH:7]=[CH:6][C:5]([CH2:8][OH:9])=[CH:4][C:3]=2[CH2:13][O:14]1, predict the reactants needed to synthesize it.